From a dataset of Catalyst prediction with 721,799 reactions and 888 catalyst types from USPTO. Predict which catalyst facilitates the given reaction. (1) Reactant: [Cl:1][C:2]1[CH:3]=[C:4]2[C:8](=[C:9]([C:11]([O:13][CH3:14])=[O:12])[CH:10]=1)[NH:7][CH:6]=[C:5]2[CH3:15].[H-].[Na+].[I-].[K+].Br[CH2:21][CH:22]([O:25][CH3:26])[O:23][CH3:24]. Product: [Cl:1][C:2]1[CH:3]=[C:4]2[C:8](=[C:9]([C:11]([O:13][CH3:14])=[O:12])[CH:10]=1)[N:7]([CH2:21][CH:22]([O:25][CH3:26])[O:23][CH3:24])[CH:6]=[C:5]2[CH3:15]. The catalyst class is: 3. (2) Reactant: [F:1][CH2:2][CH2:3][CH2:4]OS(C)(=O)=O.[C:10]1(=[O:20])[NH:14][C:13](=[O:15])[C:12]2=[CH:16][CH:17]=[CH:18][CH:19]=[C:11]12.[K].O. Product: [F:1][CH2:2][CH2:3][CH2:4][N:14]1[C:10](=[O:20])[C:11]2[C:12](=[CH:16][CH:17]=[CH:18][CH:19]=2)[C:13]1=[O:15]. The catalyst class is: 3. (3) Reactant: [F:1][C:2]1[CH:7]=[C:6]([F:8])[CH:5]=[CH:4][C:3]=1[C:9]1[C:10]2[CH:16]=[C:15]([C:17]([O:19][CH2:20][CH3:21])=[O:18])[S:14][C:11]=2[NH:12][N:13]=1.C(=O)([O-])[O-].[K+].[K+].[CH3:28][C@H:29]1[C@H:31]([CH3:32])[O:30]1. Product: [F:1][C:2]1[CH:7]=[C:6]([F:8])[CH:5]=[CH:4][C:3]=1[C:9]1[C:10]2[CH:16]=[C:15]([C:17]([O:19][CH2:20][CH3:21])=[O:18])[S:14][C:11]=2[N:12]([CH:31]([CH:29]([OH:30])[CH3:28])[CH3:32])[N:13]=1. The catalyst class is: 9. (4) Product: [CH3:1][O:2][C:3](=[O:11])[C@@H:4]([NH:10][S:26]([C:23]1[CH:24]=[CH:25][C:20]([CH3:19])=[CH:21][CH:22]=1)(=[O:28])=[O:27])[C@H:5]([OH:9])[CH:6]([CH3:8])[CH3:7]. Reactant: [CH3:1][O:2][C:3](=[O:11])[C@@H:4]([NH2:10])[C@H:5]([OH:9])[CH:6]([CH3:8])[CH3:7].C(N(CC)CC)C.[CH3:19][C:20]1[CH:25]=[CH:24][C:23]([S:26](Cl)(=[O:28])=[O:27])=[CH:22][CH:21]=1. The catalyst class is: 4. (5) Reactant: [NH2:1][C:2]1[CH:11]=[CH:10][CH:9]=[C:8]2[C:3]=1[CH:4]=[CH:5][N:6]([C@H:13]([CH:17]([CH3:19])[CH3:18])[C:14]([NH2:16])=[O:15])[C:7]2=[O:12].[Cl:20][C:21]1[CH:26]=[CH:25][C:24]([C@@H:27]([CH3:31])[C:28](O)=[O:29])=[CH:23][CH:22]=1.C(N(CC)C(C)C)(C)C.CN(C)C=O. Product: [Cl:20][C:21]1[CH:22]=[CH:23][C:24]([C@@H:27]([CH3:31])[C:28]([NH:1][C:2]2[CH:11]=[CH:10][CH:9]=[C:8]3[C:3]=2[CH:4]=[CH:5][N:6]([C@H:13]([CH:17]([CH3:19])[CH3:18])[C:14]([NH2:16])=[O:15])[C:7]3=[O:12])=[O:29])=[CH:25][CH:26]=1. The catalyst class is: 2. (6) Reactant: [C:1](#[N:5])[CH2:2][C:3]#[N:4].[C:6]1([SH:12])[CH:11]=[CH:10][CH:9]=[CH:8][CH:7]=1.[OH:13][CH2:14][CH2:15][O:16][C:17]1[CH:28]=[CH:27][C:20]([CH:21]=[C:22]([C:25]#[N:26])[C:23]#[N:24])=[CH:19][CH:18]=1.C(N(CC)CC)C. Product: [NH2:4][C:3]1[C:2]([C:1]#[N:5])=[C:21]([C:20]2[CH:27]=[CH:28][C:17]([O:16][CH2:15][CH2:14][OH:13])=[CH:18][CH:19]=2)[C:22]([C:25]#[N:26])=[C:23]([S:12][C:6]2[CH:11]=[CH:10][CH:9]=[CH:8][CH:7]=2)[N:24]=1. The catalyst class is: 8.